Dataset: Retrosynthesis with 50K atom-mapped reactions and 10 reaction types from USPTO. Task: Predict the reactants needed to synthesize the given product. (1) Given the product Cc1cc(NCc2ccccc2)ccc1C(=O)OC(C)(C)C, predict the reactants needed to synthesize it. The reactants are: Cc1cc(Br)ccc1C(=O)OC(C)(C)C.NCc1ccccc1. (2) Given the product CC(C)=CCC[C@H](C)[C@@H](C)CN, predict the reactants needed to synthesize it. The reactants are: CC(C)=CCC[C@H](C)[C@@H](C)CN=[N+]=[N-]. (3) Given the product c1ccc(Oc2nc(Nc3cc[nH]n3)cc3ccccc23)cc1, predict the reactants needed to synthesize it. The reactants are: Clc1nc(Nc2cc[nH]n2)cc2ccccc12.Oc1ccccc1. (4) Given the product Cc1c(Br)cccc1CO, predict the reactants needed to synthesize it. The reactants are: Cc1c(Br)cccc1C(=O)O. (5) The reactants are: Cc1nc2c(Br)cc(Br)cn2c1C.c1nc[nH]n1. Given the product Cc1nc2c(-n3cncn3)cc(Br)cn2c1C, predict the reactants needed to synthesize it. (6) The reactants are: Cc1cc(C)c(C)c(C(=O)CBr)c1C.c1c[nH]cn1. Given the product Cc1cc(C)c(C)c(C(=O)Cn2ccnc2)c1C, predict the reactants needed to synthesize it.